From a dataset of Forward reaction prediction with 1.9M reactions from USPTO patents (1976-2016). Predict the product of the given reaction. (1) Given the reactants CO[C:3]1[CH:8]=[CH:7][C:6]([OH:9])=[CH:5][CH:4]=1.[C:10](OC(N1CCNC[C@H]1C)=O)([CH3:13])(C)[CH3:11], predict the reaction product. The product is: [CH:13]1([C:3]2[CH:8]=[CH:7][C:6]([OH:9])=[CH:5][CH:4]=2)[CH2:10][CH2:11]1. (2) The product is: [CH3:43][S:44]([N:8]1[CH2:17][CH2:16][C:15]2[C:10](=[CH:11][CH:12]=[N:13][C:14]=2[O:18][CH2:19][CH2:20][CH2:21][CH:22]2[CH2:27][CH2:26][N:25]([C:28]([O:30][CH:31]([CH3:33])[CH3:32])=[O:29])[CH2:24][CH2:23]2)[CH2:9]1)(=[O:46])=[O:45]. Given the reactants C([N:8]1[CH2:17][CH2:16][C:15]2[C:10](=[CH:11][CH:12]=[N:13][C:14]=2[O:18][CH2:19][CH2:20][CH2:21][CH:22]2[CH2:27][CH2:26][N:25]([C:28]([O:30][CH:31]([CH3:33])[CH3:32])=[O:29])[CH2:24][CH2:23]2)[CH2:9]1)C1C=CC=CC=1.[H][H].C(N(CC)CC)C.[CH3:43][S:44](Cl)(=[O:46])=[O:45], predict the reaction product. (3) Given the reactants [CH2:1]([O:3][C:4](=[O:20])[C:5](=O)[CH2:6][C:7]([C:9]1[CH:14]=[CH:13][C:12]([O:15][CH3:16])=[C:11]([O:17][CH3:18])[CH:10]=1)=O)[CH3:2].Cl.[Cl:22][C:23]1[CH:24]=[C:25]([NH:29][NH2:30])[CH:26]=[CH:27][CH:28]=1, predict the reaction product. The product is: [Cl:22][C:23]1[CH:24]=[C:25]([N:29]2[C:7]([C:9]3[CH:14]=[CH:13][C:12]([O:15][CH3:16])=[C:11]([O:17][CH3:18])[CH:10]=3)=[CH:6][C:5]([C:4]([O:3][CH2:1][CH3:2])=[O:20])=[N:30]2)[CH:26]=[CH:27][CH:28]=1.